Dataset: Peptide-MHC class II binding affinity with 134,281 pairs from IEDB. Task: Regression. Given a peptide amino acid sequence and an MHC pseudo amino acid sequence, predict their binding affinity value. This is MHC class II binding data. (1) The peptide sequence is AFQFYFELLLFDYPT. The MHC is DRB1_1101 with pseudo-sequence DRB1_1101. The binding affinity (normalized) is 0. (2) The peptide sequence is INEPTAAAIAYGLDQ. The MHC is HLA-DQA10401-DQB10402 with pseudo-sequence HLA-DQA10401-DQB10402. The binding affinity (normalized) is 0.512. (3) The peptide sequence is AFKVAATAAIAAPAN. The MHC is DRB1_1001 with pseudo-sequence DRB1_1001. The binding affinity (normalized) is 0.855. (4) The peptide sequence is PLTHTIGTSVEESEM. The MHC is DRB1_0301 with pseudo-sequence DRB1_0301. The binding affinity (normalized) is 0. (5) The peptide sequence is VSKGAPCRIPVIVAD. The MHC is HLA-DQA10303-DQB10402 with pseudo-sequence HLA-DQA10303-DQB10402. The binding affinity (normalized) is 0.397. (6) The peptide sequence is HQQGRCRTCVYNMMG. The MHC is DRB1_1301 with pseudo-sequence DRB1_1301. The binding affinity (normalized) is 0. (7) The peptide sequence is NALSGDVWD. The MHC is HLA-DQA10501-DQB10201 with pseudo-sequence HLA-DQA10501-DQB10201. The binding affinity (normalized) is 0.409. (8) The peptide sequence is DYVRMWVQAATVMSA. The MHC is DRB1_0401 with pseudo-sequence DRB1_0401. The binding affinity (normalized) is 0.773.